From a dataset of Forward reaction prediction with 1.9M reactions from USPTO patents (1976-2016). Predict the product of the given reaction. (1) Given the reactants [CH3:1][O:2][C:3]1[CH:4]=[CH:5][C:6]([N+:14]([O-])=O)=[C:7]([CH:13]=1)[O:8][CH2:9][C@H:10]1[CH2:12][O:11]1.C(N(C(C)C)C(C)C)C.[C:26](OC(=O)C)(=[O:28])[CH3:27], predict the reaction product. The product is: [CH3:1][O:2][C:3]1[CH:4]=[CH:5][C:6]([NH:14][C:26](=[O:28])[CH3:27])=[C:7]([O:8][CH2:9][C@H:10]2[CH2:12][O:11]2)[CH:13]=1.[OH:11][CH:10]([CH3:12])[CH2:9][O:8][C:7]1[CH:13]=[C:3]([O:2][CH3:1])[CH:4]=[CH:5][C:6]=1[NH:14][C:26](=[O:28])[CH3:27]. (2) Given the reactants [OH:1][C@@H:2]1[CH2:6][CH2:5][N:4]([C:7]2[CH:12]=[CH:11][C:10]([N:13]3[CH2:17][C@H:16]([CH2:18][O:19][C:20]4[CH:24]=[CH:23][O:22][N:21]=4)[O:15][C:14]3=[O:25])=[CH:9][C:8]=2[F:26])[CH2:3]1.C(N(CC)CC)C, predict the reaction product. The product is: [O:1]=[C:2]1[CH2:6][CH2:5][N:4]([C:7]2[CH:12]=[CH:11][C:10]([N:13]3[CH2:17][C@H:16]([CH2:18][O:19][C:20]4[CH:24]=[CH:23][O:22][N:21]=4)[O:15][C:14]3=[O:25])=[CH:9][C:8]=2[F:26])[CH2:3]1. (3) Given the reactants [ClH:1].[NH2:2][C@@H:3]1[CH2:5][C@H:4]1[C:6]1[CH:7]=[C:8]([C:11]([NH:13][CH:14]2[CH2:19][CH2:18][C:17]([F:21])([F:20])[CH2:16][CH2:15]2)=[O:12])[S:9][CH:10]=1.C(=O)([O-])O.[Na+].[CH:27]1([CH:30]=O)[CH2:29][CH2:28]1.[BH4-].[Na+], predict the reaction product. The product is: [ClH:1].[CH:27]1([CH2:30][NH:2][C@@H:3]2[CH2:5][C@H:4]2[C:6]2[CH:7]=[C:8]([C:11]([NH:13][CH:14]3[CH2:15][CH2:16][C:17]([F:21])([F:20])[CH2:18][CH2:19]3)=[O:12])[S:9][CH:10]=2)[CH2:29][CH2:28]1. (4) Given the reactants S(=O)(=O)(O)O.[N+:6]([O-:9])([O-])=[O:7].[Na+].[Br:11][C:12]1[CH:17]=[CH:16][CH:15]=[CH:14][C:13]=1[OH:18], predict the reaction product. The product is: [Br:11][C:12]1[CH:17]=[CH:16][CH:15]=[C:14]([N+:6]([O-:9])=[O:7])[C:13]=1[OH:18].